This data is from NCI-60 drug combinations with 297,098 pairs across 59 cell lines. The task is: Regression. Given two drug SMILES strings and cell line genomic features, predict the synergy score measuring deviation from expected non-interaction effect. (1) Drug 1: CC(C1=C(C=CC(=C1Cl)F)Cl)OC2=C(N=CC(=C2)C3=CN(N=C3)C4CCNCC4)N. Drug 2: C1CCC(CC1)NC(=O)N(CCCl)N=O. Cell line: ACHN. Synergy scores: CSS=34.7, Synergy_ZIP=8.28, Synergy_Bliss=7.00, Synergy_Loewe=2.05, Synergy_HSA=7.22. (2) Drug 1: CC12CCC3C(C1CCC2O)C(CC4=C3C=CC(=C4)O)CCCCCCCCCS(=O)CCCC(C(F)(F)F)(F)F. Drug 2: C1CN(CCN1C(=O)CCBr)C(=O)CCBr. Cell line: HCT116. Synergy scores: CSS=33.8, Synergy_ZIP=-12.7, Synergy_Bliss=-8.00, Synergy_Loewe=-5.24, Synergy_HSA=-4.40. (3) Drug 1: CC(CN1CC(=O)NC(=O)C1)N2CC(=O)NC(=O)C2. Drug 2: CN(CCCl)CCCl.Cl. Cell line: COLO 205. Synergy scores: CSS=57.0, Synergy_ZIP=2.03, Synergy_Bliss=2.95, Synergy_Loewe=3.12, Synergy_HSA=4.21. (4) Drug 1: CN1CCC(CC1)COC2=C(C=C3C(=C2)N=CN=C3NC4=C(C=C(C=C4)Br)F)OC. Drug 2: CCN(CC)CCNC(=O)C1=C(NC(=C1C)C=C2C3=C(C=CC(=C3)F)NC2=O)C. Cell line: OVCAR3. Synergy scores: CSS=6.44, Synergy_ZIP=-1.63, Synergy_Bliss=-1.37, Synergy_Loewe=-11.7, Synergy_HSA=-5.35. (5) Drug 1: CC1CCC2CC(C(=CC=CC=CC(CC(C(=O)C(C(C(=CC(C(=O)CC(OC(=O)C3CCCCN3C(=O)C(=O)C1(O2)O)C(C)CC4CCC(C(C4)OC)OCCO)C)C)O)OC)C)C)C)OC. Drug 2: CN(C(=O)NC(C=O)C(C(C(CO)O)O)O)N=O. Cell line: MDA-MB-435. Synergy scores: CSS=-6.64, Synergy_ZIP=8.46, Synergy_Bliss=2.75, Synergy_Loewe=-4.26, Synergy_HSA=-2.16. (6) Drug 1: C1=NC2=C(N1)C(=S)N=C(N2)N. Drug 2: B(C(CC(C)C)NC(=O)C(CC1=CC=CC=C1)NC(=O)C2=NC=CN=C2)(O)O. Cell line: NCI/ADR-RES. Synergy scores: CSS=29.9, Synergy_ZIP=-11.8, Synergy_Bliss=-3.30, Synergy_Loewe=-3.62, Synergy_HSA=-3.60.